Dataset: Peptide-MHC class II binding affinity with 134,281 pairs from IEDB. Task: Regression. Given a peptide amino acid sequence and an MHC pseudo amino acid sequence, predict their binding affinity value. This is MHC class II binding data. The peptide sequence is FCVKVLAPYMPDVLE. The MHC is HLA-DQA10201-DQB10402 with pseudo-sequence HLA-DQA10201-DQB10402. The binding affinity (normalized) is 0.454.